From a dataset of Reaction yield outcomes from USPTO patents with 853,638 reactions. Predict the reaction yield, written as a fraction of the theoretical maximum amount of product (1.0 means a 100% yield; for example, 0.34 means a 34% yield). (1) The reactants are [O:1]1[CH2:6][CH2:5][CH:4]([NH:7][CH2:8][C:9]2[CH:10]=[C:11]([CH:16]=[CH:17][CH:18]=2)[C:12]([O:14][CH3:15])=[O:13])[CH2:3][CH2:2]1.C1COCC1.[CH3:24][C:25]([O:28][C:29](O[C:29]([O:28][C:25]([CH3:27])([CH3:26])[CH3:24])=[O:30])=[O:30])([CH3:27])[CH3:26].CCN(CC)CC. The catalyst is O. The product is [C:25]([O:28][C:29]([N:7]([CH2:8][C:9]1[CH:10]=[C:11]([CH:16]=[CH:17][CH:18]=1)[C:12]([O:14][CH3:15])=[O:13])[CH:4]1[CH2:3][CH2:2][O:1][CH2:6][CH2:5]1)=[O:30])([CH3:27])([CH3:26])[CH3:24]. The yield is 0.980. (2) The reactants are [O:1]=[S:2]1(=[O:30])[CH2:7][CH2:6][N:5]([C:8]([C:10]2[NH:11][C:12]3[C:17]([CH:18]=2)=[CH:16][C:15]([C:19]([N:21]2[CH2:26][CH2:25][N:24]([CH:27]([CH3:29])[CH3:28])[CH2:23][CH2:22]2)=[O:20])=[CH:14][CH:13]=3)=[O:9])[CH2:4][CH2:3]1.[N:31]1[CH:36]=[C:35](B(O)O)[CH:34]=[N:33][CH:32]=1.N1C=CC=CC=1. The catalyst is C([O-])(=O)C.[Cu+2].C([O-])(=O)C.C(Cl)(Cl)Cl. The product is [O:30]=[S:2]1(=[O:1])[CH2:7][CH2:6][N:5]([C:8]([C:10]2[N:11]([C:35]3[CH:36]=[N:31][CH:32]=[N:33][CH:34]=3)[C:12]3[C:17]([CH:18]=2)=[CH:16][C:15]([C:19]([N:21]2[CH2:22][CH2:23][N:24]([CH:27]([CH3:28])[CH3:29])[CH2:25][CH2:26]2)=[O:20])=[CH:14][CH:13]=3)=[O:9])[CH2:4][CH2:3]1. The yield is 0.0800. (3) The reactants are [CH2:1]([N:8]1[C:16]2[C:11](=[C:12]([C:17]3[CH:22]=[CH:21][C:20]([C:23]([F:26])([F:25])[F:24])=[CH:19][CH:18]=3)[CH:13]=[CH:14][CH:15]=2)[CH:10]=[CH:9]1)[C:2]1[CH:7]=[CH:6][CH:5]=[CH:4][CH:3]=1.[C:27](Cl)(=[O:31])[C:28](Cl)=[O:29].[CH2:33]([OH:35])[CH3:34]. No catalyst specified. The product is [CH2:1]([N:8]1[C:16]2[C:11](=[C:12]([C:17]3[CH:18]=[CH:19][C:20]([C:23]([F:26])([F:24])[F:25])=[CH:21][CH:22]=3)[CH:13]=[CH:14][CH:15]=2)[C:10]([C:27](=[O:31])[C:28]([O:35][CH2:33][CH3:34])=[O:29])=[CH:9]1)[C:2]1[CH:3]=[CH:4][CH:5]=[CH:6][CH:7]=1. The yield is 0.190. (4) The reactants are Br[C:2]1[CH:3]=[C:4]2[C:9](=[CH:10][CH:11]=1)[N:8]=[C:7]([C:12]1[CH:17]=[CH:16][CH:15]=[CH:14][CH:13]=1)[C:6]([CH2:18][CH2:19][CH2:20][CH2:21][C:22]([OH:24])=[O:23])=[CH:5]2.C1COCC1.C[Si](C)(C)[N-][Si](C)(C)C.[Li+].[Li]CCCC.[F:45][C:46]1[CH:55]=[CH:54][C:49]([CH2:50][N:51]=[C:52]=[O:53])=[CH:48][CH:47]=1.Cl. The catalyst is C(Cl)Cl. The product is [F:45][C:46]1[CH:47]=[CH:48][C:49]([CH2:50][NH:51][C:52]([C:2]2[CH:3]=[C:4]3[C:9](=[CH:10][CH:11]=2)[N:8]=[C:7]([C:12]2[CH:17]=[CH:16][CH:15]=[CH:14][CH:13]=2)[C:6]([CH2:18][CH2:19][CH2:20][CH2:21][C:22]([OH:24])=[O:23])=[CH:5]3)=[O:53])=[CH:54][CH:55]=1. The yield is 0.240. (5) The reactants are [C:1]([NH:8][C@H:9]([C:11]([NH:13][C@H:14]([C:16]([OH:18])=O)[CH3:15])=[O:12])[CH3:10])([O:3][C:4]([CH3:7])([CH3:6])[CH3:5])=[O:2].CN1CCOCC1.[NH2:26][CH2:27][CH2:28][CH2:29][OH:30]. The catalyst is C1COCC1. The product is [NH:8]([C:1]([O:3][C:4]([CH3:5])([CH3:6])[CH3:7])=[O:2])[C@H:9]([C:11]([NH:13][C@H:14]([C:16]([NH:26][CH2:27][CH2:28][CH2:29][OH:30])=[O:18])[CH3:15])=[O:12])[CH3:10]. The yield is 0.840. (6) The reactants are Br[CH2:2][C:3]1[CH:13]=[CH:12][C:11]([O:14][CH3:15])=[CH:10][C:4]=1[C:5]([O:7]CC)=O.[NH2:16][C:17]1[CH:18]=[C:19]2[C:23](=[CH:24][CH:25]=1)[N:22]([CH3:26])[N:21]=[CH:20]2.C(N(CC)C(C)C)(C)C. The catalyst is C(O)C. The product is [CH3:15][O:14][C:11]1[CH:10]=[C:4]2[C:3]([CH2:2][N:16]([C:17]3[CH:18]=[C:19]4[C:23](=[CH:24][CH:25]=3)[N:22]([CH3:26])[N:21]=[CH:20]4)[C:5]2=[O:7])=[CH:13][CH:12]=1. The yield is 0.370.